From a dataset of TCR-epitope binding with 47,182 pairs between 192 epitopes and 23,139 TCRs. Binary Classification. Given a T-cell receptor sequence (or CDR3 region) and an epitope sequence, predict whether binding occurs between them. (1) The epitope is RLRPGGKKK. The TCR CDR3 sequence is CASSFSGATHNEQFF. Result: 0 (the TCR does not bind to the epitope). (2) Result: 1 (the TCR binds to the epitope). The TCR CDR3 sequence is CASSFGQDNIYEQYF. The epitope is LPPAYTNSF. (3) The epitope is GILGFVFTL. The TCR CDR3 sequence is CSVDQGAGGYDGYTF. Result: 1 (the TCR binds to the epitope). (4) The TCR CDR3 sequence is CASSERTSGGRDTQYF. Result: 0 (the TCR does not bind to the epitope). The epitope is TTLPVNVAF. (5) The epitope is VTIAEILLI. The TCR CDR3 sequence is CASSYAGGSYEQYF. Result: 1 (the TCR binds to the epitope). (6) The epitope is ELAGIGILTV. The TCR CDR3 sequence is CAWSPRALGYSNQPQHF. Result: 1 (the TCR binds to the epitope). (7) The epitope is LSDDAVVCFNSTY. The TCR CDR3 sequence is CASSPRDTDTQYF. Result: 0 (the TCR does not bind to the epitope).